From a dataset of NCI-60 drug combinations with 297,098 pairs across 59 cell lines. Regression. Given two drug SMILES strings and cell line genomic features, predict the synergy score measuring deviation from expected non-interaction effect. (1) Drug 1: CC1C(C(CC(O1)OC2CC(CC3=C2C(=C4C(=C3O)C(=O)C5=C(C4=O)C(=CC=C5)OC)O)(C(=O)C)O)N)O.Cl. Drug 2: C1CCC(C(C1)N)N.C(=O)(C(=O)[O-])[O-].[Pt+4]. Cell line: NCI-H522. Synergy scores: CSS=13.1, Synergy_ZIP=-6.97, Synergy_Bliss=-1.98, Synergy_Loewe=-3.03, Synergy_HSA=0.357. (2) Drug 1: CC1=C(N=C(N=C1N)C(CC(=O)N)NCC(C(=O)N)N)C(=O)NC(C(C2=CN=CN2)OC3C(C(C(C(O3)CO)O)O)OC4C(C(C(C(O4)CO)O)OC(=O)N)O)C(=O)NC(C)C(C(C)C(=O)NC(C(C)O)C(=O)NCCC5=NC(=CS5)C6=NC(=CS6)C(=O)NCCC[S+](C)C)O. Drug 2: CC(C)NC(=O)C1=CC=C(C=C1)CNNC.Cl. Cell line: COLO 205. Synergy scores: CSS=15.1, Synergy_ZIP=-2.27, Synergy_Bliss=-0.175, Synergy_Loewe=-7.30, Synergy_HSA=-1.04. (3) Drug 2: C#CCC(CC1=CN=C2C(=N1)C(=NC(=N2)N)N)C3=CC=C(C=C3)C(=O)NC(CCC(=O)O)C(=O)O. Synergy scores: CSS=64.7, Synergy_ZIP=4.71, Synergy_Bliss=3.56, Synergy_Loewe=-14.8, Synergy_HSA=5.37. Drug 1: C1C(C(OC1N2C=C(C(=O)NC2=O)F)CO)O. Cell line: SK-MEL-5. (4) Drug 1: CC1C(C(CC(O1)OC2CC(CC3=C2C(=C4C(=C3O)C(=O)C5=C(C4=O)C(=CC=C5)OC)O)(C(=O)CO)O)N)O.Cl. Drug 2: COC1=C2C(=CC3=C1OC=C3)C=CC(=O)O2. Cell line: 786-0. Synergy scores: CSS=2.28, Synergy_ZIP=-0.248, Synergy_Bliss=1.13, Synergy_Loewe=0.703, Synergy_HSA=0.362. (5) Drug 1: C1CCN(CC1)CCOC2=CC=C(C=C2)C(=O)C3=C(SC4=C3C=CC(=C4)O)C5=CC=C(C=C5)O. Drug 2: CN1C(=O)N2C=NC(=C2N=N1)C(=O)N. Cell line: UACC62. Synergy scores: CSS=-3.26, Synergy_ZIP=2.85, Synergy_Bliss=3.35, Synergy_Loewe=-1.41, Synergy_HSA=-1.08. (6) Cell line: HCT-15. Drug 1: CC(CN1CC(=O)NC(=O)C1)N2CC(=O)NC(=O)C2. Drug 2: CS(=O)(=O)OCCCCOS(=O)(=O)C. Synergy scores: CSS=37.7, Synergy_ZIP=-6.03, Synergy_Bliss=3.51, Synergy_Loewe=-13.2, Synergy_HSA=0.678. (7) Drug 1: COC1=C(C=C2C(=C1)N=CN=C2NC3=CC(=C(C=C3)F)Cl)OCCCN4CCOCC4. Drug 2: COC1=CC(=CC(=C1O)OC)C2C3C(COC3=O)C(C4=CC5=C(C=C24)OCO5)OC6C(C(C7C(O6)COC(O7)C8=CC=CS8)O)O. Cell line: HCT-15. Synergy scores: CSS=73.4, Synergy_ZIP=0.136, Synergy_Bliss=0.838, Synergy_Loewe=-0.192, Synergy_HSA=4.94. (8) Drug 2: CN(CC1=CN=C2C(=N1)C(=NC(=N2)N)N)C3=CC=C(C=C3)C(=O)NC(CCC(=O)O)C(=O)O. Cell line: OVCAR-5. Drug 1: CC(CN1CC(=O)NC(=O)C1)N2CC(=O)NC(=O)C2. Synergy scores: CSS=23.8, Synergy_ZIP=-1.68, Synergy_Bliss=1.95, Synergy_Loewe=-0.984, Synergy_HSA=3.45. (9) Drug 1: C1C(C(OC1N2C=NC3=C(N=C(N=C32)Cl)N)CO)O. Drug 2: CN1C2=C(C=C(C=C2)N(CCCl)CCCl)N=C1CCCC(=O)O.Cl. Cell line: RPMI-8226. Synergy scores: CSS=31.8, Synergy_ZIP=-5.14, Synergy_Bliss=-2.92, Synergy_Loewe=-52.1, Synergy_HSA=-3.04.